This data is from Forward reaction prediction with 1.9M reactions from USPTO patents (1976-2016). The task is: Predict the product of the given reaction. (1) Given the reactants [F:1][C:2]([F:11])([F:10])[C:3]1[CH:4]=[CH:5][C:6]([NH2:9])=[N:7][CH:8]=1.[CH3:12][O:13][C:14]1[CH:15]=[C:16]([CH:19]=[C:20]([N+:24]([O-:26])=[O:25])[C:21]=1[O:22][CH3:23])[CH:17]=O.[N+:27]([CH2:29]S(C1C=CC(C)=CC=1)(=O)=O)#[C-:28].C(=O)([O-])[O-].[K+].[K+], predict the reaction product. The product is: [CH3:12][O:13][C:14]1[CH:15]=[C:16]([C:17]2[N:9]([C:6]3[CH:5]=[CH:4][C:3]([C:2]([F:1])([F:10])[F:11])=[CH:8][N:7]=3)[CH:29]=[N:27][CH:28]=2)[CH:19]=[C:20]([N+:24]([O-:26])=[O:25])[C:21]=1[O:22][CH3:23]. (2) Given the reactants [N:1]([CH2:4][C:5]1[N:6]=[C:7]([N:10]2[CH2:13][CH:12]([O:14][Si:15]([C:28]([CH3:31])([CH3:30])[CH3:29])([C:22]3[CH:27]=[CH:26][CH:25]=[CH:24][CH:23]=3)[C:16]3[CH:21]=[CH:20][CH:19]=[CH:18][CH:17]=3)[CH2:11]2)[S:8][CH:9]=1)=[N+]=[N-].Cl[C:33]([O:35][CH2:36][C:37]1[CH:42]=[CH:41][C:40]([N+:43]([O-:45])=[O:44])=[CH:39][CH:38]=1)=[O:34].C(N(CC)CC)C, predict the reaction product. The product is: [Si:15]([O:14][CH:12]1[CH2:13][N:10]([C:7]2[S:8][CH:9]=[C:5]([CH2:4][NH:1][C:33]([O:35][CH2:36][C:37]3[CH:38]=[CH:39][C:40]([N+:43]([O-:45])=[O:44])=[CH:41][CH:42]=3)=[O:34])[N:6]=2)[CH2:11]1)([C:28]([CH3:31])([CH3:30])[CH3:29])([C:22]1[CH:27]=[CH:26][CH:25]=[CH:24][CH:23]=1)[C:16]1[CH:21]=[CH:20][CH:19]=[CH:18][CH:17]=1. (3) Given the reactants [C:1]1([C:11]2[CH2:20][C:19](=[O:21])[C:18]3[C:13](=[CH:14][C:15]4[O:24][CH2:23][O:22][C:16]=4[CH:17]=3)[N:12]=2)[C:10]2C(=CC=C[CH:9]=2)C=C[CH:2]=1.[H-].[Na+].[O:27]([CH2:57][C:58]1[CH:63]=[CH:62][CH:61]=[CH:60][CH:59]=1)[P:28](O[P:28]([O:29][CH2:30][C:31]1[CH:36]=[CH:35][CH:34]=[CH:33][CH:32]=1)([O:27][CH2:57][C:58]1[CH:63]=[CH:62][CH:61]=[CH:60][CH:59]=1)=[O:37])(=[O:37])[O:29][CH2:30][C:31]1[CH:36]=[CH:35][CH:34]=[CH:33][CH:32]=1, predict the reaction product. The product is: [P:28]([O:21][C:19]1[C:18]2[C:13](=[CH:14][C:15]3[O:24][CH2:23][O:22][C:16]=3[CH:17]=2)[N:12]=[C:11]([C:1]2[C:10]3[CH:9]=[CH:16][CH:17]=[CH:18][C:19]=3[O:21][CH:2]=2)[CH:20]=1)([O:27][CH2:57][C:58]1[CH:59]=[CH:60][CH:61]=[CH:62][CH:63]=1)([O:29][CH2:30][C:31]1[CH:32]=[CH:33][CH:34]=[CH:35][CH:36]=1)=[O:37]. (4) Given the reactants [F:1][C:2]1[CH:9]=[CH:8][CH:7]=[C:6]([F:10])[C:3]=1[CH2:4]Br.[OH:11][C:12]1[CH:17]=[C:16]([CH3:18])[CH:15]=[CH:14][N:13]=1, predict the reaction product. The product is: [F:1][C:2]1[CH:9]=[CH:8][CH:7]=[C:6]([F:10])[C:3]=1[CH2:4][O:11][C:12]1[CH:17]=[C:16]([CH3:18])[CH:15]=[CH:14][N:13]=1.